Dataset: Reaction yield outcomes from USPTO patents with 853,638 reactions. Task: Predict the reaction yield, written as a fraction of the theoretical maximum amount of product (1.0 means a 100% yield; for example, 0.34 means a 34% yield). (1) The reactants are [Li+].[Cl-].CO[C:5]1[CH:12]=[CH:11][C:8]([CH2:9]Cl)=[CH:7][CH:6]=1.Br[C:14]1[CH:15]=[N:16][CH:17]=[N:18][CH:19]=1.C1C[O:23][CH2:22]C1. The catalyst is [Zn].Cl[Ni](Cl)([P](C1C=CC=CC=1)(C1C=CC=CC=1)C1C=CC=CC=1)[P](C1C=CC=CC=1)(C1C=CC=CC=1)C1C=CC=CC=1.II.BrC(Br)C. The product is [CH3:22][O:23][CH:9]([C:15]1[CH:14]=[CH:19][N:18]=[CH:17][N:16]=1)[C:8]1[CH:7]=[CH:6][CH:5]=[CH:12][CH:11]=1. The yield is 0.940. (2) The reactants are [Cl:1][C:2]1[CH:3]=[C:4]2[C:9](=[CH:10][C:11]=1[O:12][C:13]1[CH:21]=[CH:20][C:16]([C:17](O)=[O:18])=[CH:15][CH:14]=1)[O:8][CH2:7][CH2:6][CH:5]2[C:22]([O:24][CH2:25][CH3:26])=[O:23].[Cl:27][C:28]1[CH:29]=[C:30]([CH:33]=[CH:34][C:35]=1[Cl:36])[CH2:31][NH2:32].Cl.CN(C)CCCN=C=NCC.ON1C2N=CC=CC=2N=N1. The catalyst is C(Cl)Cl.CN(C=O)C. The product is [Cl:1][C:2]1[CH:3]=[C:4]2[C:9](=[CH:10][C:11]=1[O:12][C:13]1[CH:21]=[CH:20][C:16]([C:17](=[O:18])[NH:32][CH2:31][C:30]3[CH:33]=[CH:34][C:35]([Cl:36])=[C:28]([Cl:27])[CH:29]=3)=[CH:15][CH:14]=1)[O:8][CH2:7][CH2:6][CH:5]2[C:22]([O:24][CH2:25][CH3:26])=[O:23]. The yield is 0.944. (3) The reactants are [C:1]1([PH:7][C:8]2[CH:13]=[CH:12][CH:11]=[CH:10][CH:9]=2)[CH:6]=[CH:5][CH:4]=[CH:3][CH:2]=1.C([Li])CCC.Cl.Cl[CH2:21][N:22]1[CH:26]=[CH:25][CH:24]=[N:23]1. The catalyst is O1CCCC1. The product is [C:8]1([P:7]([CH2:21][N:22]2[CH:26]=[CH:25][CH:24]=[N:23]2)[C:1]2[CH:2]=[CH:3][CH:4]=[CH:5][CH:6]=2)[CH:9]=[CH:10][CH:11]=[CH:12][CH:13]=1. The yield is 0.470. (4) The reactants are [H-].[Na+].[OH:3][CH:4]1[CH2:9][CH2:8][N:7]([CH3:10])[CH2:6][CH2:5]1.[Cl:11][C:12]1[CH:17]=[CH:16][CH:15]=[C:14](Cl)[N:13]=1.CN(C=[O:23])C. No catalyst specified. The product is [NH3:7].[CH3:4][OH:3].[CH2:17]([O:23][C:4](=[O:3])[CH3:9])[CH3:12].[Cl:11][C:12]1[CH:17]=[CH:16][CH:15]=[C:14]([O:3][CH:4]2[CH2:9][CH2:8][N:7]([CH3:10])[CH2:6][CH2:5]2)[N:13]=1. The yield is 0.0500. (5) The reactants are [O:1]([CH2:8][CH2:9][CH2:10][CH2:11][S:12](Cl)(=[O:14])=[O:13])[C:2]1[CH:7]=[CH:6][CH:5]=[CH:4][CH:3]=1.[NH4+].[F-:17]. The catalyst is CC(C)=O. The product is [O:1]([CH2:8][CH2:9][CH2:10][CH2:11][S:12]([F:17])(=[O:14])=[O:13])[C:2]1[CH:7]=[CH:6][CH:5]=[CH:4][CH:3]=1. The yield is 0.910. (6) The reactants are [F:1]C1(F)N(C)CCN1C.[C:10]1([CH:16](O)[CH3:17])[CH:15]=[CH:14][CH:13]=[CH:12][CH:11]=1.C([O-])([O-])=O.[Na+].[Na+]. The catalyst is CC#N. The product is [F:1][CH:16]([C:10]1[CH:15]=[CH:14][CH:13]=[CH:12][CH:11]=1)[CH3:17]. The yield is 0.510. (7) The reactants are [Br:1][C:2]1[CH:3]=[C:4]2[C:8](=[CH:9][CH:10]=1)[NH:7][C:6]([C:11]1[CH:16]=[CH:15][CH:14]=[CH:13][C:12]=1[Cl:17])=[CH:5]2.[H-].[Na+].[C:20]1([S:26](Cl)(=[O:28])=[O:27])[CH:25]=[CH:24][CH:23]=[CH:22][CH:21]=1. The catalyst is CN(C=O)C. The product is [C:20]1([S:26]([N:7]2[C:8]3[C:4](=[CH:3][C:2]([Br:1])=[CH:10][CH:9]=3)[CH:5]=[C:6]2[C:11]2[CH:16]=[CH:15][CH:14]=[CH:13][C:12]=2[Cl:17])(=[O:28])=[O:27])[CH:25]=[CH:24][CH:23]=[CH:22][CH:21]=1. The yield is 0.720.